This data is from NCI-60 drug combinations with 297,098 pairs across 59 cell lines. The task is: Regression. Given two drug SMILES strings and cell line genomic features, predict the synergy score measuring deviation from expected non-interaction effect. Drug 1: CCCS(=O)(=O)NC1=C(C(=C(C=C1)F)C(=O)C2=CNC3=C2C=C(C=N3)C4=CC=C(C=C4)Cl)F. Drug 2: CNC(=O)C1=CC=CC=C1SC2=CC3=C(C=C2)C(=NN3)C=CC4=CC=CC=N4. Cell line: NCI-H226. Synergy scores: CSS=-0.126, Synergy_ZIP=-0.468, Synergy_Bliss=-1.42, Synergy_Loewe=-5.72, Synergy_HSA=-4.31.